From a dataset of Forward reaction prediction with 1.9M reactions from USPTO patents (1976-2016). Predict the product of the given reaction. The product is: [CH3:34][C:19]1[CH:18]=[C:17]([O:16][CH2:15][C:10]2([C:7]3[S:6][C:5]([C:3]([OH:4])=[O:2])=[CH:9][CH:8]=3)[CH2:11][CH:12]=[CH:13][CH2:14]2)[CH:22]=[C:21]([CH3:23])[C:20]=1[C:24]1[CH:25]=[CH:26][C:27]([C:30]([F:33])([F:32])[F:31])=[CH:28][CH:29]=1. Given the reactants C[O:2][C:3]([C:5]1[S:6][C:7]([C:10]2([CH2:15][O:16][C:17]3[CH:22]=[C:21]([CH3:23])[C:20]([C:24]4[CH:29]=[CH:28][C:27]([C:30]([F:33])([F:32])[F:31])=[CH:26][CH:25]=4)=[C:19]([CH3:34])[CH:18]=3)[CH2:14][CH:13]=[CH:12][CH2:11]2)=[CH:8][CH:9]=1)=[O:4].[Li+].[OH-].Cl, predict the reaction product.